Dataset: Forward reaction prediction with 1.9M reactions from USPTO patents (1976-2016). Task: Predict the product of the given reaction. (1) Given the reactants Br[C:2]1[C:3]([CH3:24])=[C:4]([C:8]2[N:12]=[C:11]([C:13]3[CH:18]=[CH:17][C:16]([O:19][CH:20]([CH3:22])[CH3:21])=[C:15]([Cl:23])[CH:14]=3)[O:10][N:9]=2)[CH:5]=[CH:6][CH:7]=1.Br[Zn][CH2:27][CH2:28][CH2:29][C:30]([O:32][CH2:33][CH3:34])=[O:31], predict the reaction product. The product is: [Cl:23][C:15]1[CH:14]=[C:13]([C:11]2[O:10][N:9]=[C:8]([C:4]3[C:3]([CH3:24])=[C:2]([CH2:27][CH2:28][CH2:29][C:30]([O:32][CH2:33][CH3:34])=[O:31])[CH:7]=[CH:6][CH:5]=3)[N:12]=2)[CH:18]=[CH:17][C:16]=1[O:19][CH:20]([CH3:22])[CH3:21]. (2) Given the reactants Br[C:2]1[CH:3]=[C:4]([C:14]([NH:16][CH2:17][C:18]2[C:19](=[O:26])[NH:20][C:21]([CH3:25])=[CH:22][C:23]=2[CH3:24])=[O:15])[C:5]2[CH:10]=[N:9][N:8]([CH:11]([CH3:13])[CH3:12])[C:6]=2[N:7]=1.[CH3:27][N:28]1[CH2:33][CH2:32][N:31]([C:34]2[CH:39]=[CH:38][C:37](B3OC(C)(C)C(C)(C)O3)=[CH:36][CH:35]=2)[CH2:30][CH2:29]1.C([O-])([O-])=O.[Na+].[Na+].CCOC(C)=O, predict the reaction product. The product is: [CH3:24][C:23]1[CH:22]=[C:21]([CH3:25])[NH:20][C:19](=[O:26])[C:18]=1[CH2:17][NH:16][C:14]([C:4]1[C:5]2[CH:10]=[N:9][N:8]([CH:11]([CH3:13])[CH3:12])[C:6]=2[N:7]=[C:2]([C:37]2[CH:36]=[CH:35][C:34]([N:31]3[CH2:32][CH2:33][N:28]([CH3:27])[CH2:29][CH2:30]3)=[CH:39][CH:38]=2)[CH:3]=1)=[O:15]. (3) Given the reactants [CH2:1]([O:4][C:5]1[CH:9]=[C:8]([CH2:10][CH2:11][C:12]([O:14][CH2:15][CH3:16])=[O:13])[NH:7][N:6]=1)[CH2:2][CH3:3].C(=O)([O-])[O-].[K+].[K+].[Cl:23][C:24]1[CH:29]=[C:28]([Cl:30])[CH:27]=[CH:26][C:25]=1[CH:31](Cl)[CH3:32].CN(C)C=O, predict the reaction product. The product is: [Cl:23][C:24]1[CH:29]=[C:28]([Cl:30])[CH:27]=[CH:26][C:25]=1[CH:31]([N:7]1[C:8]([CH2:10][CH2:11][C:12]([O:14][CH2:15][CH3:16])=[O:13])=[CH:9][C:5]([O:4][CH2:1][CH2:2][CH3:3])=[N:6]1)[CH3:32]. (4) Given the reactants C(O[BH-](OC(=O)C)OC(=O)C)(=O)C.[Na+].[F:15][C:16]1[CH:21]=[CH:20][CH:19]=[CH:18][C:17]=1[C:22]1[N:23]=[N:24][N:25]2[C:34]3[C:29](=[CH:30][CH:31]=[CH:32][CH:33]=3)[C:28]([N:35]3[CH2:40][CH2:39][C:38](=O)[CH2:37][CH2:36]3)=[N:27][C:26]=12.[NH:42]1[CH2:47][CH2:46][O:45][CH2:44][CH2:43]1, predict the reaction product. The product is: [F:15][C:16]1[CH:21]=[CH:20][CH:19]=[CH:18][C:17]=1[C:22]1[N:23]=[N:24][N:25]2[C:34]3[C:29](=[CH:30][CH:31]=[CH:32][CH:33]=3)[C:28]([N:35]3[CH2:36][CH2:37][CH:38]([N:42]4[CH2:47][CH2:46][O:45][CH2:44][CH2:43]4)[CH2:39][CH2:40]3)=[N:27][C:26]=12. (5) Given the reactants [Cl:1][C:2]1[CH:10]=[CH:9][C:5]([C:6]([OH:8])=O)=[CH:4][CH:3]=1.C(Cl)(=O)C(Cl)=O.[C:17]([NH2:21])([CH3:20])([CH3:19])[CH3:18].C([O-])(O)=O.[Na+], predict the reaction product. The product is: [C:17]([NH:21][C:6](=[O:8])[C:5]1[CH:4]=[CH:3][C:2]([Cl:1])=[CH:10][CH:9]=1)([CH3:20])([CH3:19])[CH3:18]. (6) Given the reactants C[Si](C)(C)[Cl:3].[F:6][C:7]([P:13](O[P:13]([C:15]([F:20])([F:21])[C:16]([F:18])([F:19])[F:17])([C:7]([F:6])([F:12])[C:8]([F:11])([F:10])[F:9])=[O:14])([C:15]([F:21])([F:20])[C:16]([F:19])([F:18])[F:17])=[O:14])([F:12])[C:8]([F:11])([F:10])[F:9], predict the reaction product. The product is: [F:6][C:7]([P:13]([Cl:3])([C:15]([F:21])([F:20])[C:16]([F:19])([F:18])[F:17])=[O:14])([F:12])[C:8]([F:11])([F:10])[F:9]. (7) The product is: [Cl:29][C:17]1[CH:16]=[C:15]([NH:14][C:12]2[N:11]=[CH:10][N:9]=[C:8]3[NH:7][N:6]=[C:5]([O:4][CH2:3][CH2:2][N:31]([CH3:30])[CH2:32][CH2:33][OH:34])[C:13]=23)[CH:20]=[CH:19][C:18]=1[O:21][CH2:22][C:23]1[CH:28]=[CH:27][CH:26]=[CH:25][N:24]=1. Given the reactants Cl[CH2:2][CH2:3][O:4][C:5]1[C:13]2[C:8](=[N:9][CH:10]=[N:11][C:12]=2[NH:14][C:15]2[CH:20]=[CH:19][C:18]([O:21][CH2:22][C:23]3[CH:28]=[CH:27][CH:26]=[CH:25][N:24]=3)=[C:17]([Cl:29])[CH:16]=2)[NH:7][N:6]=1.[CH3:30][NH:31][CH2:32][CH2:33][OH:34], predict the reaction product. (8) The product is: [Na+:36].[F:37][C:38]1[CH:39]=[C:40]([CH:43]=[C:44]([F:46])[CH:45]=1)[CH2:41][O:42][C:20]1[CH:19]=[CH:18][N:17]=[CH:16][C:15]=1[CH:14]=[CH:13][C:10]1[CH:11]=[CH:12][C:7]([C:6]([NH:5][C@H:4]([C:3]([O-:34])=[O:2])[CH2:30][CH2:31][S:32][CH3:33])=[O:29])=[C:8]([C:22]2[CH:27]=[CH:26][CH:25]=[CH:24][C:23]=2[CH3:28])[CH:9]=1. Given the reactants C[O:2][C:3](=[O:34])[C@H:4]([CH2:30][CH2:31][S:32][CH3:33])[NH:5][C:6](=[O:29])[C:7]1[CH:12]=[CH:11][C:10]([CH:13]=[CH:14][C:15]2[CH:16]=[N:17][CH:18]=[CH:19][C:20]=2Cl)=[CH:9][C:8]=1[C:22]1[CH:27]=[CH:26][CH:25]=[CH:24][C:23]=1[CH3:28].[H-].[Na+:36].[F:37][C:38]1[CH:39]=[C:40]([CH:43]=[C:44]([F:46])[CH:45]=1)[CH2:41][OH:42], predict the reaction product. (9) Given the reactants [Cl:1][C:2]1[CH:7]=[CH:6][C:5]([CH2:8][N:9]2[C:13]3[C:14](=[O:18])[CH2:15][CH2:16][CH2:17][C:12]=3[N:11]=[C:10]2[C:19]([CH3:22])([CH3:21])[CH3:20])=[CH:4][CH:3]=1.[BH4-].[Na+], predict the reaction product. The product is: [Cl:1][C:2]1[CH:3]=[CH:4][C:5]([CH2:8][N:9]2[C:13]3[CH:14]([OH:18])[CH2:15][CH2:16][CH2:17][C:12]=3[N:11]=[C:10]2[C:19]([CH3:22])([CH3:21])[CH3:20])=[CH:6][CH:7]=1.